Predict the reactants needed to synthesize the given product. From a dataset of Full USPTO retrosynthesis dataset with 1.9M reactions from patents (1976-2016). (1) The reactants are: [CH2:1]([O:3][P:4]([CH2:9][C:10]1[CH:15]=[CH:14][C:13]([NH:16][C:17]2[N:22]=[C:21]([NH:23][C:24]3[CH:32]=[CH:31][C:30](Br)=[C:29]4[C:25]=3[C:26](=[O:35])[N:27]([CH3:34])[CH2:28]4)[C:20]([C:36]([F:39])([F:38])[F:37])=[CH:19][N:18]=2)=[CH:12][CH:11]=1)(=[O:8])[O:5][CH2:6][CH3:7])[CH3:2].[OH:40][CH:41]1[CH2:44][NH:43][CH2:42]1. Given the product [CH2:1]([O:3][P:4]([CH2:9][C:10]1[CH:15]=[CH:14][C:13]([NH:16][C:17]2[N:22]=[C:21]([NH:23][C:24]3[CH:32]=[CH:31][C:30]([N:43]4[CH2:44][CH:41]([OH:40])[CH2:42]4)=[C:29]4[C:25]=3[C:26](=[O:35])[N:27]([CH3:34])[CH2:28]4)[C:20]([C:36]([F:39])([F:38])[F:37])=[CH:19][N:18]=2)=[CH:12][CH:11]=1)(=[O:8])[O:5][CH2:6][CH3:7])[CH3:2], predict the reactants needed to synthesize it. (2) Given the product [CH2:3]([O:5][C:6]([C:8]1[N:9]([CH2:41][CH2:42][CH3:43])[C:10]2[C:15]([C:16]=1[CH2:17][N:18]([CH2:25][C:26]1[CH:31]=[C:30]([C:32]([F:33])([F:34])[F:35])[CH:29]=[C:28]([C:36]([F:39])([F:38])[F:37])[CH:27]=1)[C:19]1[N:20]=[N:21][N:22]([CH3:24])[N:23]=1)=[CH:14][CH:13]=[CH:12][CH:11]=2)=[O:7])[CH3:4], predict the reactants needed to synthesize it. The reactants are: [H-].[Na+].[CH2:3]([O:5][C:6]([C:8]1[NH:9][C:10]2[C:15]([C:16]=1[CH2:17][N:18]([CH2:25][C:26]1[CH:31]=[C:30]([C:32]([F:35])([F:34])[F:33])[CH:29]=[C:28]([C:36]([F:39])([F:38])[F:37])[CH:27]=1)[C:19]1[N:20]=[N:21][N:22]([CH3:24])[N:23]=1)=[CH:14][CH:13]=[CH:12][CH:11]=2)=[O:7])[CH3:4].Br[CH2:41][CH2:42][CH3:43]. (3) Given the product [CH:1]1([O:5][C:6]2[C:15]([C:16]3[CH:20]=[N:19][N:18]([CH:31]4[CH2:36][CH2:35][S:34](=[O:38])(=[O:37])[CH2:33][CH2:32]4)[CH:17]=3)=[CH:14][CH:13]=[C:12]3[C:7]=2[CH2:8][CH2:9][C@H:10]([CH3:25])[N:11]3[C:21]([O:23][CH3:24])=[O:22])[CH2:2][CH2:3][CH2:4]1, predict the reactants needed to synthesize it. The reactants are: [CH:1]1([O:5][C:6]2[C:15]([C:16]3[CH:17]=[N:18][NH:19][CH:20]=3)=[CH:14][CH:13]=[C:12]3[C:7]=2[CH2:8][CH2:9][C@H:10]([CH3:25])[N:11]3[C:21]([O:23][CH3:24])=[O:22])[CH2:4][CH2:3][CH2:2]1.CS(O[CH:31]1[CH2:36][CH2:35][S:34](=[O:38])(=[O:37])[CH2:33][CH2:32]1)(=O)=O.C(=O)([O-])[O-].[Cs+].[Cs+]. (4) The reactants are: [CH2:1]([SH:8])[C:2]1[CH:7]=[CH:6][CH:5]=[CH:4][CH:3]=1.[H-].[Na+].[Cl:11][C:12]1[CH:13]=[CH:14][C:15](F)=[C:16]([CH:20]=1)[C:17]([NH2:19])=[O:18]. Given the product [CH2:1]([S:8][C:15]1[CH:14]=[CH:13][C:12]([Cl:11])=[CH:20][C:16]=1[C:17]([NH2:19])=[O:18])[C:2]1[CH:7]=[CH:6][CH:5]=[CH:4][CH:3]=1, predict the reactants needed to synthesize it. (5) Given the product [Br:1][C:2]([CH3:7])([CH3:6])[C:3]([O:11][CH2:8][CH:9]=[CH2:10])=[O:4], predict the reactants needed to synthesize it. The reactants are: [Br:1][C:2]([CH3:7])([CH3:6])[C:3](Br)=[O:4].[CH2:8]([OH:11])[CH:9]=[CH2:10].C(N(CC)CC)C.